From a dataset of Catalyst prediction with 721,799 reactions and 888 catalyst types from USPTO. Predict which catalyst facilitates the given reaction. (1) The catalyst class is: 17. Product: [C:12]([C@@:6]([CH2:7][C:8](=[O:10])[O-:9])([CH2:5][N+:2]([CH3:3])([CH3:4])[CH3:1])[OH:11])(=[O:15])[CH2:13][CH3:14].[C:12]([O-:16])(=[O:15])[CH2:13][CH3:14].[K+:22]. Reactant: [CH3:1][N+:2]([CH2:5][C@H:6]([OH:11])[CH2:7][C:8]([O-:10])=[O:9])([CH3:4])[CH3:3].[C:12]([O:16]C(=O)CC)(=[O:15])[CH2:13][CH3:14].[OH-].[K+:22]. (2) Reactant: [CH3:1][C:2]1[C:6]([C:7]([O:9]CC)=[O:8])=[C:5]([C:12]2[CH:17]=[CH:16][N:15]=[CH:14][CH:13]=2)[O:4][N:3]=1.C1COCC1.CO.[OH-].[Na+]. Product: [CH3:1][C:2]1[C:6]([C:7]([OH:9])=[O:8])=[C:5]([C:12]2[CH:17]=[CH:16][N:15]=[CH:14][CH:13]=2)[O:4][N:3]=1. The catalyst class is: 6.